This data is from Reaction yield outcomes from USPTO patents with 853,638 reactions. The task is: Predict the reaction yield, written as a fraction of the theoretical maximum amount of product (1.0 means a 100% yield; for example, 0.34 means a 34% yield). (1) The reactants are [CH3:1][CH2:2][O:3][C:4]([C:6]1[N:7](C(OC(C)(C)C)=O)[C:8]2[C:13]([CH:14]=1)=[CH:12][C:11]([Cl:15])=[CH:10][C:9]=2[CH2:16][C:17]#[N:18])=[O:5].C(O)(C(F)(F)F)=O. The catalyst is C(Cl)Cl. The product is [CH2:2]([O:3][C:4]([C:6]1[NH:7][C:8]2[C:13]([CH:14]=1)=[CH:12][C:11]([Cl:15])=[CH:10][C:9]=2[CH2:16][C:17]#[N:18])=[O:5])[CH3:1]. The yield is 0.350. (2) No catalyst specified. The product is [CH2:1]([O:3][C:4]([C:6]1[NH:7][C:8]2[C:13]([CH:14]=1)=[CH:12][C:11]([O:15][C@H:25]1[CH2:26][CH2:27][N:23]([CH2:16][C:17]3[CH:22]=[CH:21][CH:20]=[CH:19][CH:18]=3)[CH2:24]1)=[CH:10][CH:9]=2)=[O:5])[CH3:2]. The yield is 0.490. The reactants are [CH2:1]([O:3][C:4]([C:6]1[NH:7][C:8]2[C:13]([CH:14]=1)=[CH:12][C:11]([OH:15])=[CH:10][CH:9]=2)=[O:5])[CH3:2].[CH2:16]([N:23]1[CH2:27][CH2:26][C@@H:25](O)[CH2:24]1)[C:17]1[CH:22]=[CH:21][CH:20]=[CH:19][CH:18]=1.C(P(CCCC)CCCC)CCC.N(C(N1CCCCC1)=O)=NC(N1CCCCC1)=O. (3) The reactants are [F:1][C:2]([F:13])([F:12])[C:3]1[CH:4]=[CH:5][C:6]([C:9]([OH:11])=O)=[N:7][CH:8]=1.[CH3:14][C:15]1[C:16]([NH2:30])=[N:17][C:18]2([C:28]3[C:23](=[CH:24][CH:25]=[C:26]([NH2:29])[CH:27]=3)[O:22][CH2:21][CH2:20]2)[N:19]=1. No catalyst specified. The product is [NH2:30][C:16]1[C:15]([CH3:14])=[N:19][C:18]2([C:28]3[C:23](=[CH:24][CH:25]=[C:26]([NH:29][C:9](=[O:11])[C:6]4[CH:5]=[CH:4][C:3]([C:2]([F:1])([F:13])[F:12])=[CH:8][N:7]=4)[CH:27]=3)[O:22][CH2:21][CH2:20]2)[N:17]=1. The yield is 0.460. (4) The reactants are Cl.[NH:2]([C:4]1[CH:9]=[C:8]([C:10]#[N:11])[CH:7]=[CH:6][N:5]=1)[NH2:3].CN(C)/[CH:14]=[CH:15]/[C:16]([C:18]1[CH:23]=[CH:22][C:21]([S:24]([CH3:27])(=[O:26])=[O:25])=[CH:20][CH:19]=1)=O. No catalyst specified. The product is [CH3:27][S:24]([C:21]1[CH:22]=[CH:23][C:18]([C:16]2[N:2]([C:4]3[CH:9]=[C:8]([C:10]#[N:11])[CH:7]=[CH:6][N:5]=3)[N:3]=[CH:14][CH:15]=2)=[CH:19][CH:20]=1)(=[O:25])=[O:26]. The yield is 1.00. (5) The reactants are [CH3:1][O:2][C:3]1[C:12]([NH:13][C:14](=[O:18])OCC)=[N:11][C:10]2[C:5](=[CH:6][CH:7]=[C:8]([O:19][CH3:20])[CH:9]=2)[N:4]=1.[F:21][C:22]1[CH:27]=[CH:26][CH:25]=[CH:24][C:23]=1[N:28]1[CH2:33][CH2:32][NH:31][CH2:30][CH2:29]1. No catalyst specified. The product is [CH3:1][O:2][C:3]1[C:12]([NH:13][C:14]([N:31]2[CH2:30][CH2:29][N:28]([C:23]3[CH:24]=[CH:25][CH:26]=[CH:27][C:22]=3[F:21])[CH2:33][CH2:32]2)=[O:18])=[N:11][C:10]2[C:5](=[CH:6][CH:7]=[C:8]([O:19][CH3:20])[CH:9]=2)[N:4]=1. The yield is 0.720.